This data is from Forward reaction prediction with 1.9M reactions from USPTO patents (1976-2016). The task is: Predict the product of the given reaction. (1) Given the reactants Br[C:2]1[CH:11]=[CH:10][C:5]([C:6]([O:8][CH3:9])=[O:7])=[C:4]([CH3:12])[CH:3]=1.[Cu][C:14]#[N:15].O, predict the reaction product. The product is: [C:14]([C:2]1[CH:11]=[CH:10][C:5]([C:6]([O:8][CH3:9])=[O:7])=[C:4]([CH3:12])[CH:3]=1)#[N:15]. (2) Given the reactants [OH:1][CH2:2][C@H:3]1[CH2:7][C@@H:6]([NH:8][C:9]2[CH:14]=[C:13]([NH:15][C:16]3[C:25]4[CH2:24][CH2:23][CH2:22][CH2:21][C:20]=4[CH:19]=[CH:18][CH:17]=3)[N:12]=[CH:11][N:10]=2)[C@H:5]([OH:26])[C@@H:4]1[OH:27].CO[C:30](OC)([CH3:32])[CH3:31].C1(C)C=CC(S([O-])(=O)=O)=CC=1.[NH+]1C=CC=CC=1, predict the reaction product. The product is: [CH3:31][C:30]1([CH3:32])[O:26][C@H:5]2[C@H:6]([NH:8][C:9]3[CH:14]=[C:13]([NH:15][C:16]4[C:25]5[CH2:24][CH2:23][CH2:22][CH2:21][C:20]=5[CH:19]=[CH:18][CH:17]=4)[N:12]=[CH:11][N:10]=3)[CH2:7][C@H:3]([CH2:2][OH:1])[C@H:4]2[O:27]1.